Dataset: Reaction yield outcomes from USPTO patents with 853,638 reactions. Task: Predict the reaction yield, written as a fraction of the theoretical maximum amount of product (1.0 means a 100% yield; for example, 0.34 means a 34% yield). (1) The reactants are [CH2:1]([CH:3]([N:6]1[CH2:11][CH2:10][NH:9][CH2:8][CH2:7]1)[CH2:4][CH3:5])[CH3:2].[Cl:12][C:13]([O:15][C:16]1[CH:21]=[CH:20][CH:19]=[C:18]([C:22]([F:25])([F:24])[F:23])[CH:17]=1)=[O:14]. The catalyst is C(Cl)Cl. The product is [ClH:12].[F:23][C:22]([F:24])([F:25])[C:18]1[CH:17]=[C:16]([O:15][C:13]([N:9]2[CH2:10][CH2:11][N:6]([CH:3]([CH2:4][CH3:5])[CH2:1][CH3:2])[CH2:7][CH2:8]2)=[O:14])[CH:21]=[CH:20][CH:19]=1. The yield is 0.860. (2) The reactants are [F:1][C:2]([F:16])([F:15])[C:3]([C:5]1[C:13]2[C:8](=[CH:9][C:10]([Br:14])=[CH:11][CH:12]=2)[NH:7][CH:6]=1)=[O:4].C(=O)([O-])[O-].[K+].[K+].I[CH:24]([CH3:26])[CH3:25]. The catalyst is CN(C)C=O. The product is [F:16][C:2]([F:1])([F:15])[C:3]([C:5]1[C:13]2[C:8](=[CH:9][C:10]([Br:14])=[CH:11][CH:12]=2)[N:7]([CH:24]([CH3:26])[CH3:25])[CH:6]=1)=[O:4]. The yield is 0.990. (3) The reactants are [Br:1][C:2]1[CH:3]=[C:4]([OH:11])[CH:5]=[CH:6][C:7]=1[N+:8]([O-:10])=[O:9].C(N(C(C)C)CC)(C)C.[CH3:21][O:22][CH2:23]Cl. The catalyst is C(Cl)Cl. The product is [Br:1][C:2]1[CH:3]=[C:4]([O:11][CH2:21][O:22][CH3:23])[CH:5]=[CH:6][C:7]=1[N+:8]([O-:10])=[O:9]. The yield is 0.830. (4) The reactants are [N:1]1[CH:6]=[CH:5][CH:4]=[CH:3][C:2]=1[O:7][CH2:8][CH2:9][NH:10]C(=O)OC(C)(C)C.[ClH:18]. The catalyst is O1CCOCC1. The product is [ClH:18].[ClH:18].[N:1]1[CH:6]=[CH:5][CH:4]=[CH:3][C:2]=1[O:7][CH2:8][CH2:9][NH2:10]. The yield is 0.968. (5) The reactants are [Cr](O[Cr]([O-])(=O)=O)([O-])(=O)=O.[NH+]1C=CC=CC=1.[NH+]1C=CC=CC=1.[Cl:22][C:23]1[S:27][C:26]([S:28]([NH:31][C@H:32]([CH2:38][OH:39])[CH:33]([CH2:36][CH3:37])[CH2:34][CH3:35])(=[O:30])=[O:29])=[CH:25][CH:24]=1. The catalyst is C(Cl)Cl. The product is [Cl:22][C:23]1[S:27][C:26]([S:28]([NH:31][C@H:32]([CH:38]=[O:39])[CH:33]([CH2:34][CH3:35])[CH2:36][CH3:37])(=[O:30])=[O:29])=[CH:25][CH:24]=1. The yield is 0.610.